This data is from HIV replication inhibition screening data with 41,000+ compounds from the AIDS Antiviral Screen. The task is: Binary Classification. Given a drug SMILES string, predict its activity (active/inactive) in a high-throughput screening assay against a specified biological target. (1) The drug is CCOc1ccc2nc(NC(=O)CC(C)=O)sc2c1. The result is 0 (inactive). (2) The drug is CCCCCCCCCCCCCCCC[N+]1(C)CC2CCCCC2C1. The result is 0 (inactive). (3) The compound is CC(=O)OC12CC(C(F)(F)F)(C(F)(F)F)OC1(OC(C)=O)CC(C(F)(F)F)(C(F)(F)F)O2. The result is 0 (inactive). (4) The drug is CC(=O)Nc1ccc(C=NNc2nnc(NN=Cc3ccc(NC(C)=O)cc3)c3ccccc23)cc1. The result is 0 (inactive). (5) The drug is C1CSCC2COCC(CSCCS1)S2. The result is 0 (inactive). (6) The drug is Cc1cccc(NC(=O)CC2C(=O)Nc3ccccc3S2(=O)=O)c1C. The result is 0 (inactive). (7) The compound is CCOC(=O)C(=O)C(CCC(=O)c1ccc2ccccc2c1O)C(=O)OCC. The result is 0 (inactive). (8) The drug is CCC1C(=O)OCc2c1cc1n(c2=O)CCC12OCCO2. The result is 0 (inactive).